Dataset: CYP3A4 inhibition data for predicting drug metabolism from PubChem BioAssay. Task: Regression/Classification. Given a drug SMILES string, predict its absorption, distribution, metabolism, or excretion properties. Task type varies by dataset: regression for continuous measurements (e.g., permeability, clearance, half-life) or binary classification for categorical outcomes (e.g., BBB penetration, CYP inhibition). Dataset: cyp3a4_veith. (1) The drug is CN1CCN(c2nc3c(c(=O)n(C)c(=O)n3C)n2C)CC1. The result is 0 (non-inhibitor). (2) The molecule is CCCN1CCC(=NNC(=O)c2ccc(Br)o2)CC1. The result is 0 (non-inhibitor). (3) The molecule is CN(C)CC[C@@H](C(=O)C(C)(C)C)c1ccccn1. The result is 0 (non-inhibitor). (4) The compound is CCN(C1CCCCC1)S(=O)(=O)c1ccc(S(=O)(=O)NCc2ccncc2)cc1. The result is 1 (inhibitor). (5) The drug is O=C(Oc1ccc(S(=O)(=O)F)cc1F)c1ccccc1Cl. The result is 0 (non-inhibitor).